Predict the reactants needed to synthesize the given product. From a dataset of Full USPTO retrosynthesis dataset with 1.9M reactions from patents (1976-2016). (1) Given the product [OH:15][C:13]1[C:1]([CH2:2][C:3]([O:5][CH2:6][CH3:7])=[O:4])=[C:8]([OH:9])[N:24]=[CH:22][N:23]=1, predict the reactants needed to synthesize it. The reactants are: [CH:1]([C:13]([O:15]CC)=O)([C:8](OCC)=[O:9])[CH2:2][C:3]([O:5][CH2:6][CH3:7])=[O:4].C(O)(=O)C.[CH:22]([NH2:24])=[NH:23].Cl. (2) Given the product [CH2:18]([NH:17][C:11]1[N:10]=[C:9]([NH:8][CH:2]2[CH2:3][CH2:4][CH2:5][CH2:6][CH2:7]2)[C:14]([CH3:15])=[C:13]([CH3:16])[N:12]=1)[C:19]1[CH:24]=[CH:23][CH:22]=[CH:21][CH:25]=1, predict the reactants needed to synthesize it. The reactants are: Cl.[CH:2]1([NH:8][C:9]2[C:14]([CH3:15])=[C:13]([CH3:16])[N:12]=[C:11]([NH:17][CH2:18][C:19]3[CH:24]=[CH:23][CH:22]=[CH:21]N=3)[N:10]=2)[CH2:7][CH2:6][CH2:5][CH2:4][CH2:3]1.[CH2:25](N)C1C=CC=CC=1. (3) Given the product [Cl:19][C:13]1[CH:12]=[CH:11][C:10]([NH:9][C:6](=[O:7])[CH:5]=[CH:4][O:3][CH2:1][CH3:2])=[CH:18][C:14]=1[C:15]([OH:17])=[O:16], predict the reactants needed to synthesize it. The reactants are: [CH2:1]([O:3][CH:4]=[CH:5][C:6](Cl)=[O:7])[CH3:2].[NH2:9][C:10]1[CH:11]=[CH:12][C:13]([Cl:19])=[C:14]([CH:18]=1)[C:15]([OH:17])=[O:16]. (4) Given the product [CH:1]([O:4][C:5]([N:7]1[CH2:12][CH2:11][N:10]([C:13]2[CH:18]=[CH:17][N:16]3[N:19]=[CH:20][C:21]([C:26]4[CH:27]=[CH:28][CH:29]=[C:24]([F:23])[C:25]=4[O:33][CH3:34])=[C:15]3[N:14]=2)[CH2:9][CH2:8]1)=[O:6])([CH3:3])[CH3:2], predict the reactants needed to synthesize it. The reactants are: [CH:1]([O:4][C:5]([N:7]1[CH2:12][CH2:11][N:10]([C:13]2[CH:18]=[CH:17][N:16]3[N:19]=[CH:20][C:21](Br)=[C:15]3[N:14]=2)[CH2:9][CH2:8]1)=[O:6])([CH3:3])[CH3:2].[F:23][C:24]1[C:25]([O:33][CH3:34])=[C:26](B(O)O)[CH:27]=[CH:28][CH:29]=1. (5) Given the product [C:11]([O:15][C:16](=[O:26])[NH:17][C@H:18]1[CH2:23][CH2:22][CH2:21][CH2:20][C@@H:19]1[CH:24]=[O:25])([CH3:14])([CH3:12])[CH3:13], predict the reactants needed to synthesize it. The reactants are: C(Cl)(=O)C(Cl)=O.CS(C)=O.[C:11]([O:15][C:16](=[O:26])[NH:17][C@H:18]1[CH2:23][CH2:22][CH2:21][CH2:20][C@@H:19]1[CH2:24][OH:25])([CH3:14])([CH3:13])[CH3:12].CCN(CC)CC.